This data is from NCI-60 drug combinations with 297,098 pairs across 59 cell lines. The task is: Regression. Given two drug SMILES strings and cell line genomic features, predict the synergy score measuring deviation from expected non-interaction effect. (1) Drug 1: CNC(=O)C1=CC=CC=C1SC2=CC3=C(C=C2)C(=NN3)C=CC4=CC=CC=N4. Drug 2: B(C(CC(C)C)NC(=O)C(CC1=CC=CC=C1)NC(=O)C2=NC=CN=C2)(O)O. Cell line: OVCAR-5. Synergy scores: CSS=-3.87, Synergy_ZIP=1.50, Synergy_Bliss=-0.162, Synergy_Loewe=-1.58, Synergy_HSA=-1.93. (2) Drug 1: C1=CC(=CC=C1C#N)C(C2=CC=C(C=C2)C#N)N3C=NC=N3. Drug 2: CC(C)NC(=O)C1=CC=C(C=C1)CNNC.Cl. Cell line: SK-OV-3. Synergy scores: CSS=-2.14, Synergy_ZIP=0.915, Synergy_Bliss=0.545, Synergy_Loewe=-1.63, Synergy_HSA=-1.36. (3) Drug 1: C1=CC=C(C=C1)NC(=O)CCCCCCC(=O)NO. Drug 2: CN(CCCl)CCCl.Cl. Cell line: OVCAR3. Synergy scores: CSS=14.1, Synergy_ZIP=-7.48, Synergy_Bliss=-1.43, Synergy_Loewe=-8.40, Synergy_HSA=-3.47. (4) Drug 1: C1=CC(=CC=C1CCC2=CNC3=C2C(=O)NC(=N3)N)C(=O)NC(CCC(=O)O)C(=O)O. Drug 2: CC1C(C(CC(O1)OC2CC(CC3=C2C(=C4C(=C3O)C(=O)C5=C(C4=O)C(=CC=C5)OC)O)(C(=O)CO)O)N)O.Cl. Cell line: UO-31. Synergy scores: CSS=45.7, Synergy_ZIP=-5.63, Synergy_Bliss=-5.96, Synergy_Loewe=-0.621, Synergy_HSA=-0.177. (5) Drug 1: CN1CCC(CC1)COC2=C(C=C3C(=C2)N=CN=C3NC4=C(C=C(C=C4)Br)F)OC. Drug 2: C(CN)CNCCSP(=O)(O)O. Cell line: MOLT-4. Synergy scores: CSS=9.83, Synergy_ZIP=-2.67, Synergy_Bliss=0.684, Synergy_Loewe=-7.32, Synergy_HSA=0.319. (6) Drug 1: CC1=C2C(C(=O)C3(C(CC4C(C3C(C(C2(C)C)(CC1OC(=O)C(C(C5=CC=CC=C5)NC(=O)OC(C)(C)C)O)O)OC(=O)C6=CC=CC=C6)(CO4)OC(=O)C)OC)C)OC. Drug 2: CS(=O)(=O)OCCCCOS(=O)(=O)C. Cell line: NCI/ADR-RES. Synergy scores: CSS=0.178, Synergy_ZIP=-2.47, Synergy_Bliss=-5.63, Synergy_Loewe=-9.23, Synergy_HSA=-5.85. (7) Drug 1: CC12CCC3C(C1CCC2=O)CC(=C)C4=CC(=O)C=CC34C. Drug 2: CC12CCC3C(C1CCC2O)C(CC4=C3C=CC(=C4)O)CCCCCCCCCS(=O)CCCC(C(F)(F)F)(F)F. Cell line: U251. Synergy scores: CSS=54.5, Synergy_ZIP=-1.15, Synergy_Bliss=-0.347, Synergy_Loewe=0.881, Synergy_HSA=0.654. (8) Drug 1: CC(C1=C(C=CC(=C1Cl)F)Cl)OC2=C(N=CC(=C2)C3=CN(N=C3)C4CCNCC4)N. Drug 2: CN1CCC(CC1)COC2=C(C=C3C(=C2)N=CN=C3NC4=C(C=C(C=C4)Br)F)OC. Cell line: HCT-15. Synergy scores: CSS=15.8, Synergy_ZIP=0.878, Synergy_Bliss=4.21, Synergy_Loewe=2.49, Synergy_HSA=4.26.